Predict the reaction yield, written as a fraction of the theoretical maximum amount of product (1.0 means a 100% yield; for example, 0.34 means a 34% yield). From a dataset of Reaction yield outcomes from USPTO patents with 853,638 reactions. The reactants are [CH2:1]([O:3][C:4](=[O:27])[CH2:5][CH:6]([N:13]1[C:21]2[C:16](=[CH:17][C:18]([O:22][CH2:23][CH2:24][O:25][NH2:26])=[CH:19][CH:20]=2)[CH:15]=[CH:14]1)[C:7]1[CH:12]=[CH:11][CH:10]=[CH:9][CH:8]=1)[CH3:2].Cl.[N:29]1([C:34]([NH2:36])=O)C=CC=N1. The catalyst is CO. The product is [CH2:1]([O:3][C:4](=[O:27])[CH2:5][CH:6]([N:13]1[C:21]2[C:16](=[CH:17][C:18]([O:22][CH2:23][CH2:24][O:25][NH:26][C:34]([NH2:36])=[NH:29])=[CH:19][CH:20]=2)[CH:15]=[CH:14]1)[C:7]1[CH:12]=[CH:11][CH:10]=[CH:9][CH:8]=1)[CH3:2]. The yield is 0.970.